Task: Predict which catalyst facilitates the given reaction.. Dataset: Catalyst prediction with 721,799 reactions and 888 catalyst types from USPTO (1) Reactant: [CH3:1][N:2]([CH3:18])[CH:3]([CH2:16][CH3:17])[C:4]([C:6]1[CH:11]=[CH:10][C:9]([NH:12][C:13](=[O:15])[CH3:14])=[CH:8][CH:7]=1)=[O:5].[BH4-].[Na+]. Product: [CH3:18][N:2]([CH3:1])[CH:3]([CH2:16][CH3:17])[CH:4]([C:6]1[CH:11]=[CH:10][C:9]([NH:12][C:13](=[O:15])[CH3:14])=[CH:8][CH:7]=1)[OH:5]. The catalyst class is: 5. (2) Reactant: N[C:2]1[CH:3]=[C:4]([OH:11])[C:5](=[CH:9][CH:10]=1)[C:6]([OH:8])=[O:7].CC([O-])(C)C.[K+].C(Br)C1C=CC=CC=1. Product: [C:6]([OH:8])(=[O:7])[C:5]1[C:4](=[CH:3][CH:2]=[CH:10][CH:9]=1)[OH:11]. The catalyst class is: 3. (3) Reactant: C1(NC(N[S:10]([CH3:13])(=[O:12])=[O:11])=S)CCCC1.[NH2:14][CH:15]([CH2:33][S:34]([CH2:37][CH:38]1[CH2:40][CH2:39]1)(=[O:36])=[O:35])[C:16]([NH:18][CH:19]([CH:22]([C:24]1[O:25][C:26]2[CH:32]=[CH:31][CH:30]=[CH:29][C:27]=2[N:28]=1)[OH:23])[CH2:20][CH3:21])=[O:17].[I-].[CH3:42][N+:43]1[CH:48]=[CH:47][CH:46]=[CH:45][C:44]=1Cl.[CH3:50]CN(C(C)C)C(C)C. Product: [O:25]1[C:26]2[CH:32]=[CH:31][CH:30]=[CH:29][C:27]=2[N:28]=[C:24]1[CH:22]([OH:23])[CH:19]([NH:18][C:16](=[O:17])[CH:15]([NH:14][C:42]([NH:43][CH:48]1[CH2:47][CH2:46][CH2:45][CH2:44]1)=[CH:50][S:10]([CH3:13])(=[O:12])=[O:11])[CH2:33][S:34]([CH2:37][CH:38]1[CH2:40][CH2:39]1)(=[O:35])=[O:36])[CH2:20][CH3:21]. The catalyst class is: 96. (4) Reactant: [Cl:1][C:2]1[CH:3]=[C:4]([O:24][CH3:25])[C:5]([O:22][CH3:23])=[C:6]([CH:8]([NH:10][C:11]2[CH:16]=[C:15](F)[CH:14]=[CH:13][C:12]=2[S:18]([CH3:21])(=[O:20])=[O:19])[CH3:9])[CH:7]=1.[CH3:26][N:27]1[CH2:32][CH2:31][NH:30][CH2:29][CH2:28]1.C(N(CC)C(C)C)(C)C. Product: [Cl:1][C:2]1[CH:3]=[C:4]([O:24][CH3:25])[C:5]([O:22][CH3:23])=[C:6]([CH:8]([NH:10][C:11]2[CH:16]=[C:15]([N:30]3[CH2:31][CH2:32][N:27]([CH3:26])[CH2:28][CH2:29]3)[CH:14]=[CH:13][C:12]=2[S:18]([CH3:21])(=[O:20])=[O:19])[CH3:9])[CH:7]=1. The catalyst class is: 10. (5) Reactant: O[CH2:2][C@H:3]1[C@@H:7]([CH:8]=[CH2:9])[O:6][C:5]([CH3:11])([CH3:10])[N:4]1[C:12]([O:14][C:15]([CH3:18])([CH3:17])[CH3:16])=[O:13].[N:19]1C(C)=CC(C)=CC=1C.[NH4+].[Cl-]. Product: [C:2]([C@H:3]1[C@@H:7]([CH:8]=[CH2:9])[O:6][C:5]([CH3:11])([CH3:10])[N:4]1[C:12]([O:14][C:15]([CH3:18])([CH3:17])[CH3:16])=[O:13])#[N:19]. The catalyst class is: 16. (6) The catalyst class is: 252. Reactant: [CH2:1]([C:3]1[CH:8]=[CH:7][C:6]([C:9]2[C:14]([F:15])=[C:13]([F:16])[C:12]([OH:17])=[C:11]([CH2:18][CH2:19][C:20](=[O:22])[CH3:21])[CH:10]=2)=[CH:5][CH:4]=1)[CH3:2].[BH4-].[Na+]. Product: [CH2:1]([C:3]1[CH:8]=[CH:7][C:6]([C:9]2[CH:10]=[C:11]([CH2:18][CH2:19][CH:20]([OH:22])[CH3:21])[C:12]([OH:17])=[C:13]([F:16])[C:14]=2[F:15])=[CH:5][CH:4]=1)[CH3:2]. (7) Reactant: Br[C:2]1[CH:31]=[CH:30][C:5]2[C:6]3[N:7]([CH:11]=[C:12]([C:14]4[N:18]([C:19]5[CH:24]=[CH:23][CH:22]=[CH:21][C:20]=5[Cl:25])[N:17]=[C:16]([NH:26][C:27](=[O:29])[OH:28])[N:15]=4)[N:13]=3)[CH2:8][CH2:9][O:10][C:4]=2[CH:3]=1.[Cl:32][C:33]1[CH:38]=[CH:37][C:36](B(O)O)=[CH:35][CH:34]=1.C([O-])([O-])=O.[Cs+].[Cs+]. Product: [Cl:25][C:20]1[CH:21]=[CH:22][CH:23]=[CH:24][C:19]=1[N:18]1[C:14]([C:12]2[N:13]=[C:6]3[C:5]4[CH:30]=[CH:31][C:2]([C:36]5[CH:37]=[CH:38][C:33]([Cl:32])=[CH:34][CH:35]=5)=[CH:3][C:4]=4[O:10][CH2:9][CH2:8][N:7]3[CH:11]=2)=[N:15][C:16]([NH:26][C:27](=[O:29])[OH:28])=[N:17]1. The catalyst class is: 117.